From a dataset of Reaction yield outcomes from USPTO patents with 853,638 reactions. Predict the reaction yield, written as a fraction of the theoretical maximum amount of product (1.0 means a 100% yield; for example, 0.34 means a 34% yield). (1) The reactants are C([O-])([O-])=O.[K+].[K+].C1(P(C2CCCCC2)C2C=CC=CC=2C2C(C(C)C)=CC(C(C)C)=CC=2C(C)C)CCCCC1.Cl[C:42]1[C:47](=[O:48])[N:46]([CH3:49])[CH:45]=[C:44]2[C:50](=[O:66])[N:51]([CH2:54][CH2:55][C:56]3[CH:65]=[CH:64][C:63]4[C:58](=[CH:59][CH:60]=[CH:61][CH:62]=4)[N:57]=3)[C:52](=[O:53])[C:43]=12.[NH:67]1[CH2:72][CH2:71][S:70](=[O:74])(=[O:73])[CH2:69][CH2:68]1. The catalyst is C1(C)C=CC=CC=1.C1C=CC(/C=C/C(/C=C/C2C=CC=CC=2)=O)=CC=1.C1C=CC(/C=C/C(/C=C/C2C=CC=CC=2)=O)=CC=1.C1C=CC(/C=C/C(/C=C/C2C=CC=CC=2)=O)=CC=1.[Pd].[Pd]. The product is [CH3:49][N:46]1[C:47](=[O:48])[C:42]([N:67]2[CH2:72][CH2:71][S:70](=[O:74])(=[O:73])[CH2:69][CH2:68]2)=[C:43]2[C:52](=[O:53])[N:51]([CH2:54][CH2:55][C:56]3[CH:65]=[CH:64][C:63]4[C:58](=[CH:59][CH:60]=[CH:61][CH:62]=4)[N:57]=3)[C:50](=[O:66])[C:44]2=[CH:45]1. The yield is 0.630. (2) The reactants are [CH3:1][O:2][C:3]1[C:4]([N:10]2[CH2:16][CH2:15][CH2:14][N:13]([CH2:17][C:18]3[S:22][C:21]([C:23]4[CH:28]=[CH:27][CH:26]=[CH:25][CH:24]=4)=[N:20][CH:19]=3)[CH2:12][CH2:11]2)=[C:5]([NH2:9])[CH:6]=[CH:7][CH:8]=1.[N+]([C:32]1[CH:33]=C(S([O-])(=O)=O)C=C[CH:37]=1)([O-])=O.[Na+].OCC(CO)O.[OH-].[Na+]. The catalyst is CS(O)(=O)=O.O.C(OCC)(=O)C. The product is [CH3:1][O:2][C:3]1[C:4]([N:10]2[CH2:16][CH2:15][CH2:14][N:13]([CH2:17][C:18]3[S:22][C:21]([C:23]4[CH:28]=[CH:27][CH:26]=[CH:25][CH:24]=4)=[N:20][CH:19]=3)[CH2:12][CH2:11]2)=[C:5]2[C:6]([CH:37]=[CH:32][CH:33]=[N:9]2)=[CH:7][CH:8]=1. The yield is 0.560. (3) The reactants are Cl[C:2]1[CH:10]=[CH:9][C:5]([C:6]([OH:8])=[O:7])=[CH:4][C:3]=1[N+:11]([O-])=O.C(O[C:17](=[S:19])[S-:18])C.[K+]. No catalyst specified. The product is [SH:19][C:17]1[S:18][C:2]2[CH:10]=[CH:9][C:5]([C:6]([OH:8])=[O:7])=[CH:4][C:3]=2[N:11]=1. The yield is 0.660. (4) The reactants are [OH:1][C:2]1[C:11]2[C:6](=[CH:7][CH:8]=[CH:9][CH:10]=2)[C:5]([CH2:15][CH2:16][CH3:17])([CH2:12][CH2:13][CH3:14])[C:4](=[O:18])[C:3]=1[C:19]1[NH:24][C:23]2[CH:25]=[CH:26][C:27]([NH:29][S:30]([NH:33]C(=O)OCC3C=CC=CC=3)(=[O:32])=[O:31])=[CH:28][C:22]=2[S:21](=[O:45])(=[O:44])[N:20]=1. The catalyst is CO.[Pd]. The product is [OH:1][C:2]1[C:11]2[C:6](=[CH:7][CH:8]=[CH:9][CH:10]=2)[C:5]([CH2:15][CH2:16][CH3:17])([CH2:12][CH2:13][CH3:14])[C:4](=[O:18])[C:3]=1[C:19]1[NH:24][C:23]2[CH:25]=[CH:26][C:27]([NH:29][S:30]([NH2:33])(=[O:32])=[O:31])=[CH:28][C:22]=2[S:21](=[O:44])(=[O:45])[N:20]=1. The yield is 0.790. (5) The product is [OH:28][CH2:3][CH2:2][CH2:1][O:4][C:5]1([CH3:18])[CH2:6][CH2:7][N:8]([C:11]([O:13][C:14]([CH3:17])([CH3:16])[CH3:15])=[O:12])[CH2:9][CH2:10]1. The reactants are [CH2:1]([O:4][C:5]1([CH3:18])[CH2:10][CH2:9][N:8]([C:11]([O:13][C:14]([CH3:17])([CH3:16])[CH3:15])=[O:12])[CH2:7][CH2:6]1)[CH:2]=[CH2:3].B1C2CCCC1CCC2.[OH-:28].[Na+].OO. The yield is 0.712. The catalyst is C1COCC1. (6) The reactants are [C:1](Cl)(=[O:3])[CH3:2].[N+:5]([C:8]1[CH:9]=[CH:10][C:11]2[CH2:17][CH2:16][CH2:15][CH2:14][NH:13][C:12]=2[CH:18]=1)([O-:7])=[O:6].C([O-])(O)=O.[Na+]. The catalyst is C(Cl)Cl. The product is [N+:5]([C:8]1[CH:9]=[CH:10][C:11]2[CH2:17][CH2:16][CH2:15][CH2:14][N:13]([C:1](=[O:3])[CH3:2])[C:12]=2[CH:18]=1)([O-:7])=[O:6]. The yield is 0.800. (7) The reactants are C[O:2][C:3]([C:5]1[CH:10]=[CH:9][C:8]([C:11]2[CH:16]=[CH:15][C:14]([CH:17]([CH3:35])[C:18]([OH:34])([C:23]3[CH:33]=[CH:32][C:26]4[N:27]([CH3:31])[C:28](=[O:30])[O:29][C:25]=4[CH:24]=3)[C:19]([F:22])([F:21])[F:20])=[C:13]([Cl:36])[CH:12]=2)=[CH:7][C:6]=1[F:37])=[O:4].[Li+].[OH-].O. The catalyst is C1COCC1. The product is [Cl:36][C:13]1[CH:12]=[C:11]([C:8]2[CH:9]=[CH:10][C:5]([C:3]([OH:4])=[O:2])=[C:6]([F:37])[CH:7]=2)[CH:16]=[CH:15][C:14]=1[CH:17]([CH3:35])[C:18]([OH:34])([C:23]1[CH:33]=[CH:32][C:26]2[N:27]([CH3:31])[C:28](=[O:30])[O:29][C:25]=2[CH:24]=1)[C:19]([F:22])([F:20])[F:21]. The yield is 0.220. (8) The reactants are [Cl:1][C:2]1[C:7]([OH:8])=[C:6]([I:9])[CH:5]=[C:4]([CH2:10][OH:11])[N:3]=1.[H-].[Na+].[CH2:14](Br)[CH:15]=[CH2:16]. The catalyst is CN(C=O)C.CCOC(C)=O. The product is [CH2:16]([O:8][C:7]1[C:2]([Cl:1])=[N:3][C:4]([CH2:10][OH:11])=[CH:5][C:6]=1[I:9])[CH:15]=[CH2:14]. The yield is 0.680. (9) The reactants are [CH2:1]([O:3][C:4](=[O:25])[C:5]([CH3:24])([CH3:23])[CH2:6][CH2:7][CH2:8][CH2:9][CH:10]([N+]#[C-])S(C1C=CC(C)=CC=1)(=O)=O)[CH3:2].[H-].[Na+].[CH3:28][OH:29].[OH2:30]. The catalyst is [I-].C([N+](CCCC)(CCCC)CCCC)CCC.CS(C)=O.OS(O)(=O)=O. The product is [OH:29][CH2:28][C:5]([CH3:23])([CH3:4])[CH2:6][CH2:7][CH2:8][C:10](=[O:30])[CH2:9][CH2:8][CH2:7][CH2:6][C:5]([CH3:23])([CH3:24])[C:4]([O:3][CH2:1][CH3:2])=[O:25]. The yield is 0.600. (10) The reactants are [Cl:1][C:2]1[CH:7]=[C:6]([Cl:8])[CH:5]=[CH:4][C:3]=1[C:9]1[N:10]=[C:11](/[CH:18]=[CH:19]/[C:20]2[CH:25]=[CH:24][C:23]([O:26][CH3:27])=[CH:22][CH:21]=2)[N:12]([CH2:14][C:15](O)=[O:16])[CH:13]=1.[CH3:28][N:29]([CH3:34])[CH2:30][CH2:31][CH2:32][NH2:33]. No catalyst specified. The product is [Cl:1][C:2]1[CH:7]=[C:6]([Cl:8])[CH:5]=[CH:4][C:3]=1[C:9]1[N:10]=[C:11](/[CH:18]=[CH:19]/[C:20]2[CH:21]=[CH:22][C:23]([O:26][CH3:27])=[CH:24][CH:25]=2)[N:12]([CH2:14][C:15]([NH:33][CH2:32][CH2:31][CH2:30][N:29]([CH3:34])[CH3:28])=[O:16])[CH:13]=1. The yield is 0.780.